The task is: Regression. Given two drug SMILES strings and cell line genomic features, predict the synergy score measuring deviation from expected non-interaction effect.. This data is from NCI-60 drug combinations with 297,098 pairs across 59 cell lines. (1) Drug 1: CC(CN1CC(=O)NC(=O)C1)N2CC(=O)NC(=O)C2. Drug 2: CC1CCCC2(C(O2)CC(NC(=O)CC(C(C(=O)C(C1O)C)(C)C)O)C(=CC3=CSC(=N3)C)C)C. Cell line: SR. Synergy scores: CSS=48.7, Synergy_ZIP=-2.02, Synergy_Bliss=-3.06, Synergy_Loewe=-2.94, Synergy_HSA=-2.94. (2) Drug 1: C1CN1P(=S)(N2CC2)N3CC3. Drug 2: C1=CN(C(=O)N=C1N)C2C(C(C(O2)CO)O)O.Cl. Cell line: HL-60(TB). Synergy scores: CSS=87.8, Synergy_ZIP=2.49, Synergy_Bliss=2.49, Synergy_Loewe=3.87, Synergy_HSA=6.89.